Dataset: Forward reaction prediction with 1.9M reactions from USPTO patents (1976-2016). Task: Predict the product of the given reaction. (1) Given the reactants [CH3:1][Si:2]([N:5]([CH2:10][CH2:11][CH2:12][Si:13]([CH3:16])(C)Cl)[Si:6]([CH3:9])([CH3:8])[CH3:7])([CH3:4])[CH3:3].O1C[CH2:20][CH2:19][CH2:18]1.C([Mg]Cl)=C, predict the reaction product. The product is: [CH3:1][Si:2]([N:5]([CH2:10][CH2:11][CH2:12][SiH2:13][CH:16]=[C:19]([CH3:20])[CH3:18])[Si:6]([CH3:9])([CH3:8])[CH3:7])([CH3:4])[CH3:3]. (2) Given the reactants [C:1]([C:4]1[CH:26]=[CH:25][C:7]([O:8][C:9]2[CH:18]=[C:17]3[C:12]([CH:13]([C:19]([O:21][CH3:22])=[O:20])[CH2:14][CH2:15][O:16]3)=[CH:11][C:10]=2[C:23]#[N:24])=[CH:6][CH:5]=1)(=[O:3])[NH2:2].Cl[C:28]1[CH:33]=[CH:32][C:31]([C:34]([F:37])([F:36])[F:35])=[CH:30][N:29]=1.C(=O)([O-])[O-].[Cs+].[Cs+], predict the reaction product. The product is: [F:35][C:34]([F:37])([F:36])[C:31]1[CH:32]=[CH:33][C:28]([NH:2][C:1]([C:4]2[CH:5]=[CH:6][C:7]([O:8][C:9]3[CH:18]=[C:17]4[C:12]([CH:13]([C:19]([O:21][CH3:22])=[O:20])[CH2:14][CH2:15][O:16]4)=[CH:11][C:10]=3[C:23]#[N:24])=[CH:25][CH:26]=2)=[O:3])=[N:29][CH:30]=1. (3) Given the reactants C([O:3][C:4](=[O:23])[C@@H:5]([O:20][CH2:21][CH3:22])[CH2:6][C:7]1[CH:12]=[CH:11][C:10]([O:13][C:14]([C:17]([OH:19])=O)([CH3:16])[CH3:15])=[CH:9][CH:8]=1)C.[CH2:24]([C:26]1[CH:31]=[CH:30][C:29]([CH2:32][CH2:33][NH2:34])=[CH:28][CH:27]=1)[CH3:25].C(O[C@@H](CC1C=CC(O[C@@H](C(=O)NCCC2C=CC(OC3C=CC=CC=3)=CC=2)C)=CC=1)C(O)=O)C, predict the reaction product. The product is: [CH2:21]([O:20][C@@H:5]([CH2:6][C:7]1[CH:8]=[CH:9][C:10]([O:13][C:14]([C:17](=[O:19])[NH:34][CH2:33][CH2:32][C:29]2[CH:30]=[CH:31][C:26]([CH2:24][CH3:25])=[CH:27][CH:28]=2)([CH3:15])[CH3:16])=[CH:11][CH:12]=1)[C:4]([OH:3])=[O:23])[CH3:22]. (4) Given the reactants [NH2:1][C:2]1[CH:7]=[C:6]([O:8][C:9]2[CH:10]=[CH:11][C:12]([NH:16][C:17]([NH:19][C:20](=[O:25])[C:21]([CH3:24])([CH3:23])[CH3:22])=[O:18])=[N:13][C:14]=2[CH3:15])[CH:5]=[CH:4][N:3]=1.Cl[C:27]([O:29][C:30]([CH3:32])=[CH2:31])=[O:28].O.C(Cl)Cl, predict the reaction product. The product is: [CH3:15][C:14]1[C:9]([O:8][C:6]2[CH:5]=[CH:4][N:3]=[C:2]([NH:1][C:27](=[O:28])[O:29][C:30]([CH3:32])=[CH2:31])[CH:7]=2)=[CH:10][CH:11]=[C:12]([NH:16][C:17]([NH:19][C:20](=[O:25])[C:21]([CH3:22])([CH3:24])[CH3:23])=[O:18])[N:13]=1. (5) Given the reactants [NH2:1][C:2]1[CH:9]=[CH:8][CH:7]=[C:6]([O:10][CH2:11][CH:12]([CH2:15][CH3:16])[CH2:13][CH3:14])[C:3]=1[C:4]#[N:5].O=[C:18]([CH3:25])[CH2:19][C:20]([O:22][CH2:23][CH3:24])=[O:21], predict the reaction product. The product is: [CH2:23]([O:22][C:20]([C:19]1[C:18]([CH3:25])=[N:1][C:2]2[C:3]([C:4]=1[NH2:5])=[C:6]([O:10][CH2:11][CH:12]([CH2:15][CH3:16])[CH2:13][CH3:14])[CH:7]=[CH:8][CH:9]=2)=[O:21])[CH3:24]. (6) Given the reactants [NH2:1][C:2]1[NH:6][N:5]=[C:4]([OH:7])[C:3]=1[C:8]1[CH:13]=[CH:12][CH:11]=[CH:10][N:9]=1.[Cl:14][C:15]1[CH:20]=[CH:19][C:18]([C:21](=O)[CH2:22][C:23](OC)=[O:24])=[CH:17][CH:16]=1, predict the reaction product. The product is: [Cl:14][C:15]1[CH:16]=[CH:17][C:18]([C:21]2[NH:1][C:2]3[N:6]([N:5]=[C:4]([OH:7])[C:3]=3[C:8]3[CH:13]=[CH:12][CH:11]=[CH:10][N:9]=3)[C:23](=[O:24])[CH:22]=2)=[CH:19][CH:20]=1. (7) Given the reactants [CH2:1]([O:5][C:6]1[CH:11]=[CH:10][C:9]([CH2:12][C@H:13]([NH:25][C:26]([O:28][C:29]([CH3:32])([CH3:31])[CH3:30])=[O:27])[C:14]([NH:16][C@@H:17]([CH2:21][CH:22]([CH3:24])[CH3:23])C(O)=O)=[O:15])=[CH:8][CH:7]=1)[CH2:2][CH:3]=[CH2:4].C[N:34]([C:36]([O:40]N1N=NC2C=CC=NC1=2)=[N+](C)C)C.F[P-](F)(F)(F)(F)F.CCN(C(C)C)[CH:60]([CH3:62])[CH3:61].C[CH2:67][O:68][C:69]([CH3:71])=[O:70], predict the reaction product. The product is: [CH3:67][O:68][C:69](=[O:70])[C@@H:71]([NH:34][C:36](=[O:40])[C@@H:17]([NH:16][C:14](=[O:15])[C@@H:13]([NH:25][C:26]([O:28][C:29]([CH3:32])([CH3:30])[CH3:31])=[O:27])[CH2:12][C:9]1[CH:8]=[CH:7][C:6]([O:5][CH2:1][CH2:2][CH:3]=[CH2:4])=[CH:11][CH:10]=1)[CH2:21][CH:22]([CH3:24])[CH3:23])[CH2:62][CH:60]=[CH2:61]. (8) Given the reactants [Cl:1][C:2]1[C:11]2[C:6](=[CH:7][C:8]([CH3:12])=[CH:9][CH:10]=2)[N:5]=[C:4]([C:13]#[N:14])[CH:3]=1.C1C(=O)N([Br:22])C(=O)C1, predict the reaction product. The product is: [Br:22][CH2:12][C:8]1[CH:7]=[C:6]2[C:11]([C:2]([Cl:1])=[CH:3][C:4]([C:13]#[N:14])=[N:5]2)=[CH:10][CH:9]=1. (9) The product is: [CH:29]1[C:41]2[NH:40][C:39]3[C:34](=[CH:35][CH:36]=[CH:37][CH:38]=3)[C:33]=2[CH:32]=[C:31]([NH:42][C:12]([CH:9]2[CH2:8][CH2:7][N:6]([C:4]3[C:3]4[CH:15]=[CH:16][CH:17]=[CH:18][C:2]=4[S:1][CH:5]=3)[CH2:11][CH2:10]2)=[O:14])[CH:30]=1. Given the reactants [S:1]1[CH:5]=[C:4]([N:6]2[CH2:11][CH2:10][CH:9]([C:12]([OH:14])=O)[CH2:8][CH2:7]2)[C:3]2[CH:15]=[CH:16][CH:17]=[CH:18][C:2]1=2.BrC1C2C=CC=CC=2SC=1.[CH:29]1[C:41]2[NH:40][C:39]3[C:34](=[CH:35][CH:36]=[CH:37][CH:38]=3)[C:33]=2[CH:32]=[C:31]([NH2:42])[CH:30]=1, predict the reaction product. (10) Given the reactants Cl[C:2]1[N:7]2[N:8]=[C:9]([C:12]3[CH:17]=[CH:16][CH:15]=[CH:14][C:13]=3[Cl:18])[C:10]([I:11])=[C:6]2[N:5]=[CH:4][CH:3]=1.C(N(CC)CC)C.[CH2:26]([NH:28][C:29]1([C:35]([NH2:37])=[O:36])[CH2:34][CH2:33][NH:32][CH2:31][CH2:30]1)[CH3:27], predict the reaction product. The product is: [Cl:18][C:13]1[CH:14]=[CH:15][CH:16]=[CH:17][C:12]=1[C:9]1[C:10]([I:11])=[C:6]2[N:5]=[CH:4][CH:3]=[C:2]([N:32]3[CH2:31][CH2:30][C:29]([NH:28][CH2:26][CH3:27])([C:35]([NH2:37])=[O:36])[CH2:34][CH2:33]3)[N:7]2[N:8]=1.